This data is from Forward reaction prediction with 1.9M reactions from USPTO patents (1976-2016). The task is: Predict the product of the given reaction. (1) Given the reactants [C:1]([O:5][C:6]([NH:8][C@:9]([CH3:20])([CH2:13][C:14]1[CH:19]=[CH:18][CH:17]=[CH:16][CH:15]=1)[CH:10]=[N:11][OH:12])=[O:7])([CH3:4])([CH3:3])[CH3:2].[CH3:21][N:22]([C:27]1[CH:28]=[C:29]([CH:42]=[C:43]([C:45]#[CH:46])[CH:44]=1)[C:30]([NH:32][C@@H:33]([C:35]1[CH:40]=[CH:39][C:38]([F:41])=[CH:37][CH:36]=1)[CH3:34])=[O:31])[S:23]([CH3:26])(=[O:25])=[O:24].C(N(CC)CC)C, predict the reaction product. The product is: [CH3:21][N:22]([C:27]1[CH:28]=[C:29]([CH:42]=[C:43]([C:45]2[O:12][N:11]=[C:10]([C@@:9]([NH:8][C:6]([O:5][C:1]([CH3:4])([CH3:2])[CH3:3])=[O:7])([CH3:20])[CH2:13][C:14]3[CH:15]=[CH:16][CH:17]=[CH:18][CH:19]=3)[CH:46]=2)[CH:44]=1)[C:30]([NH:32][C@@H:33]([C:35]1[CH:40]=[CH:39][C:38]([F:41])=[CH:37][CH:36]=1)[CH3:34])=[O:31])[S:23]([CH3:26])(=[O:25])=[O:24]. (2) Given the reactants [Br:1][C:2]1[CH:7]=[CH:6][CH:5]=[CH:4][C:3]=1[NH:8][CH:9]=[C:10]([C:16](=[O:18])[CH3:17])[C:11]([O:13]CC)=O, predict the reaction product. The product is: [C:16]([C:10]1[C:11](=[O:13])[C:4]2[C:3](=[C:2]([Br:1])[CH:7]=[CH:6][CH:5]=2)[NH:8][CH:9]=1)(=[O:18])[CH3:17]. (3) Given the reactants [Cl:1][C:2]1[N:7]=[CH:6][C:5]([CH:8]2[CH2:12][CH2:11][C:10](=[O:13])[CH2:9]2)=[CH:4][CH:3]=1.CO.[BH4-].[Na+], predict the reaction product. The product is: [Cl:1][C:2]1[N:7]=[CH:6][C:5]([CH:8]2[CH2:12][CH2:11][CH:10]([OH:13])[CH2:9]2)=[CH:4][CH:3]=1.